This data is from NCI-60 drug combinations with 297,098 pairs across 59 cell lines. The task is: Regression. Given two drug SMILES strings and cell line genomic features, predict the synergy score measuring deviation from expected non-interaction effect. (1) Drug 1: C1CN(CCN1C(=O)CCBr)C(=O)CCBr. Cell line: SF-539. Drug 2: CS(=O)(=O)OCCCCOS(=O)(=O)C. Synergy scores: CSS=23.2, Synergy_ZIP=-2.07, Synergy_Bliss=-0.0293, Synergy_Loewe=-2.10, Synergy_HSA=-0.931. (2) Drug 1: CCC1=C2CN3C(=CC4=C(C3=O)COC(=O)C4(CC)O)C2=NC5=C1C=C(C=C5)O. Drug 2: CCC1(CC2CC(C3=C(CCN(C2)C1)C4=CC=CC=C4N3)(C5=C(C=C6C(=C5)C78CCN9C7C(C=CC9)(C(C(C8N6C)(C(=O)OC)O)OC(=O)C)CC)OC)C(=O)OC)O.OS(=O)(=O)O. Cell line: TK-10. Synergy scores: CSS=18.3, Synergy_ZIP=-5.92, Synergy_Bliss=1.15, Synergy_Loewe=-14.4, Synergy_HSA=1.12. (3) Drug 1: C1C(C(OC1N2C=NC3=C(N=C(N=C32)Cl)N)CO)O. Drug 2: C(CC(=O)O)C(=O)CN.Cl. Cell line: UACC62. Synergy scores: CSS=42.2, Synergy_ZIP=1.61, Synergy_Bliss=0.648, Synergy_Loewe=-47.1, Synergy_HSA=-1.58.